This data is from Catalyst prediction with 721,799 reactions and 888 catalyst types from USPTO. The task is: Predict which catalyst facilitates the given reaction. (1) Reactant: [C:1]([C:5]1[CH:10]=[CH:9][C:8]([C:11]2[NH:19][C:14]3=[N:15][CH:16]=[CH:17][N:18]=[C:13]3[C:12]=2[CH2:20][CH2:21][CH2:22][NH2:23])=[CH:7][CH:6]=1)([CH3:4])([CH3:3])[CH3:2].[CH2:24]([N:26]([CH2:30][CH3:31])[C:27](Cl)=[O:28])[CH3:25].C(N(CC)CC)C.O. Product: [C:1]([C:5]1[CH:10]=[CH:9][C:8]([C:11]2[NH:19][C:14]3=[N:15][CH:16]=[CH:17][N:18]=[C:13]3[C:12]=2[CH2:20][CH2:21][CH2:22][NH:23][C:27]([N:26]([CH2:30][CH3:31])[CH2:24][CH3:25])=[O:28])=[CH:7][CH:6]=1)([CH3:4])([CH3:2])[CH3:3]. The catalyst class is: 54. (2) Reactant: [OH:1][C:2]1[CH:9]=[CH:8][C:5]([CH:6]=[O:7])=[CH:4][CH:3]=1.FC(F)(F)S(O[CH2:16][CH:17]([F:19])[F:18])(=O)=O.C([O-])([O-])=O.[Cs+].[Cs+].O. Product: [F:18][CH:17]([F:19])[CH2:16][O:1][C:2]1[CH:9]=[CH:8][C:5]([CH:6]=[O:7])=[CH:4][CH:3]=1. The catalyst class is: 31. (3) Reactant: [C:1]([C@@H:4]([NH:19][C:20](=[O:26])[O:21][C:22]([CH3:25])([CH3:24])[CH3:23])[CH2:5][CH2:6][CH2:7][NH:8]C(OCC1C=CC=CC=1)=O)(=O)[CH3:2]. Product: [CH3:2][C@H:1]1[C@H:4]([NH:19][C:20](=[O:26])[O:21][C:22]([CH3:25])([CH3:24])[CH3:23])[CH2:5][CH2:6][CH2:7][NH:8]1. The catalyst class is: 19. (4) Reactant: C(O)(C(F)(F)F)=O.C(OC([N:15]1[CH2:19][CH2:18][C@H:17]([C:20]([N:22]2[CH2:26][CH2:25][CH2:24][CH2:23]2)=[O:21])[CH2:16]1)=O)(C)(C)C. Product: [N:22]1([C:20]([C@H:17]2[CH2:18][CH2:19][NH:15][CH2:16]2)=[O:21])[CH2:23][CH2:24][CH2:25][CH2:26]1. The catalyst class is: 2.